This data is from HIV replication inhibition screening data with 41,000+ compounds from the AIDS Antiviral Screen. The task is: Binary Classification. Given a drug SMILES string, predict its activity (active/inactive) in a high-throughput screening assay against a specified biological target. (1) The compound is Cc1ccc(C(=O)C=Cc2ccc3c(c2)OCO3)cc1. The result is 0 (inactive). (2) The drug is Cc1cccc(NC(=O)C(=O)C(C(=O)c2ccccc2F)C2OC(=O)c3ccccc32)c1Cl. The result is 0 (inactive). (3) The drug is Cc1cc(NCCCCCCCNc2cc(C)nc3cc(N)ccc23)c2ccc(N)cc2n1. The result is 0 (inactive). (4) The compound is CCOc1ccccc1NC(=O)CCc1nnc2sc(=CCCc3ccccc3)c(=O)n12. The result is 0 (inactive). (5) The molecule is CC(=[N+]1N=C(c2ccncc2)[OH+][Cu-3]12[OH+]C(c1ccncc1)=N[N+]2=C(C)C(F)(F)F)C(F)(F)F. The result is 0 (inactive). (6) The molecule is Cc1cn(C2CC3C(COC(c4ccc([N+](=O)[O-])cc4)N3O)O2)c(=O)[nH]c1=O. The result is 0 (inactive).